From a dataset of Full USPTO retrosynthesis dataset with 1.9M reactions from patents (1976-2016). Predict the reactants needed to synthesize the given product. Given the product [CH:1]12[CH2:10][CH:5]3[CH2:6][CH:7]([CH2:9][CH:3]([CH2:4]3)[CH:2]1[NH:11][NH:12][C:13]([O:15][CH2:16][C:17]1[CH:18]=[CH:19][CH:20]=[CH:21][CH:22]=1)=[O:14])[CH2:8]2, predict the reactants needed to synthesize it. The reactants are: [CH:1]12[CH2:10][CH:5]3[CH2:6][CH:7]([CH2:9][CH:3]([CH2:4]3)[C:2]1=[N:11][NH:12][C:13]([O:15][CH2:16][C:17]1[CH:22]=[CH:21][CH:20]=[CH:19][CH:18]=1)=[O:14])[CH2:8]2.C([BH3-])#N.[Na+].O.C1(C)C=CC(S(O)(=O)=O)=CC=1.C(=O)([O-])O.[Na+].